This data is from Forward reaction prediction with 1.9M reactions from USPTO patents (1976-2016). The task is: Predict the product of the given reaction. (1) The product is: [C:33]([N:21]1[CH2:22][CH2:23][C:24]2[N:25]=[C:17]([C:14]3[CH:13]=[CH:12][C:11]([O:10][CH2:9][CH2:8][CH2:7][N:3]4[CH2:4][CH2:5][CH2:6][CH:2]4[CH3:1])=[CH:16][CH:15]=3)[S:18][C:19]=2[CH2:20]1)(=[O:40])[C:34]1[CH:39]=[CH:38][CH:37]=[CH:36][CH:35]=1. Given the reactants [CH3:1][CH:2]1[CH2:6][CH2:5][CH2:4][N:3]1[CH2:7][CH2:8][CH2:9][O:10][C:11]1[CH:16]=[CH:15][C:14]([C:17]2[S:18][C:19]3[CH2:20][NH:21][CH2:22][CH2:23][C:24]=3[N:25]=2)=[CH:13][CH:12]=1.C(N(CC)CC)C.[C:33](Cl)(=[O:40])[C:34]1[CH:39]=[CH:38][CH:37]=[CH:36][CH:35]=1.O, predict the reaction product. (2) The product is: [C:7]([C:11]1[CH:12]=[CH:13][C:14]([C:15]2[N:6]=[C:4]([SH:5])[N:2]([CH3:1])[N:3]=2)=[CH:18][CH:19]=1)([CH3:10])([CH3:9])[CH3:8]. Given the reactants [CH3:1][N:2]([C:4]([NH2:6])=[S:5])[NH2:3].[C:7]([C:11]1[CH:19]=[CH:18][C:14]([C:15](Cl)=O)=[CH:13][CH:12]=1)([CH3:10])([CH3:9])[CH3:8].C(=O)(O)[O-].[Na+], predict the reaction product. (3) Given the reactants NC1[CH2:7][CH2:6][CH:5]([NH:8][C:9]([N:11]2[CH2:15][CH2:14][C@@H:13]([NH2:16])[CH2:12]2)=[O:10])[CH2:4]C1.C(OC([N:24]1CC[C@@H](N)C1)=O)(C)(C)C, predict the reaction product. The product is: [NH:24]1[CH2:7][CH2:6][C@@H:5]([NH:8][C:9]([N:11]2[CH2:15][CH2:14][C@@H:13]([NH2:16])[CH2:12]2)=[O:10])[CH2:4]1.